This data is from Forward reaction prediction with 1.9M reactions from USPTO patents (1976-2016). The task is: Predict the product of the given reaction. Given the reactants [OH:1][CH2:2][C@H:3]([NH:14][C:15]([C:17]1[C:26]2[O:25][CH2:24][CH2:23][O:22][C:21]=2[CH:20]=[C:19](Br)[CH:18]=1)=[O:16])[CH2:4][C:5]1[C:13]2[C:8](=[CH:9][CH:10]=[CH:11][CH:12]=2)[NH:7][CH:6]=1.[C:28]1([C:37]2[CH:42]=[CH:41][CH:40]=[CH:39][CH:38]=2)[CH:33]=[CH:32][C:31](B(O)O)=[CH:30][CH:29]=1.C([O-])([O-])=O.[K+].[K+], predict the reaction product. The product is: [OH:1][CH2:2][C@H:3]([NH:14][C:15]([C:17]1[C:26]2[O:25][CH2:24][CH2:23][O:22][C:21]=2[CH:20]=[C:19]([C:40]2[CH:41]=[CH:42][C:37]([C:28]3[CH:33]=[CH:32][CH:31]=[CH:30][CH:29]=3)=[CH:38][CH:39]=2)[CH:18]=1)=[O:16])[CH2:4][C:5]1[C:13]2[C:8](=[CH:9][CH:10]=[CH:11][CH:12]=2)[NH:7][CH:6]=1.